This data is from Reaction yield outcomes from USPTO patents with 853,638 reactions. The task is: Predict the reaction yield, written as a fraction of the theoretical maximum amount of product (1.0 means a 100% yield; for example, 0.34 means a 34% yield). The reactants are Br[C:2]1[C:3]2[CH:18]=[C:17]([C:19]([O:21][CH2:22][CH3:23])=[O:20])[S:16][C:4]=2[N:5]([CH2:7][C:8]2[CH:13]=[CH:12][C:11]([O:14][CH3:15])=[CH:10][CH:9]=2)[N:6]=1.[F:24][C:25]1[CH:30]=[C:29]([F:31])[CH:28]=[CH:27][C:26]=1B(O)O.C(=O)([O-])[O-].[Na+].[Na+].C(=O)([O-])[O-].[Cs+].[Cs+]. The catalyst is O1CCOCC1.C1C=CC(P(C2C=CC=CC=2)[C-]2C=CC=C2)=CC=1.C1C=CC(P(C2C=CC=CC=2)[C-]2C=CC=C2)=CC=1.Cl[Pd]Cl.[Fe+2]. The product is [F:24][C:25]1[CH:30]=[C:29]([F:31])[CH:28]=[CH:27][C:26]=1[C:2]1[C:3]2[CH:18]=[C:17]([C:19]([O:21][CH2:22][CH3:23])=[O:20])[S:16][C:4]=2[N:5]([CH2:7][C:8]2[CH:13]=[CH:12][C:11]([O:14][CH3:15])=[CH:10][CH:9]=2)[N:6]=1. The yield is 0.820.